The task is: Regression/Classification. Given a drug SMILES string, predict its absorption, distribution, metabolism, or excretion properties. Task type varies by dataset: regression for continuous measurements (e.g., permeability, clearance, half-life) or binary classification for categorical outcomes (e.g., BBB penetration, CYP inhibition). Dataset: b3db_classification.. This data is from Blood-brain barrier permeability classification from the B3DB database. (1) The molecule is CCN[C@]1(c2cccs2)CCCCC1=O. The result is 1 (penetrates BBB). (2) The compound is COc1cc2c(cc1OC)[C@@H](c1ccccc1)CN(C)CC2. The result is 1 (penetrates BBB).